This data is from Forward reaction prediction with 1.9M reactions from USPTO patents (1976-2016). The task is: Predict the product of the given reaction. (1) Given the reactants [C:1]([O:5][C:6]([N:8]([CH3:30])[CH2:9][CH2:10][CH2:11][N:12]([CH3:29])[C:13]([C:15]1[CH:20]=[CH:19][C:18]([NH:21][CH2:22][CH2:23][C:24]([O:26][CH2:27][CH3:28])=[O:25])=[CH:17][CH:16]=1)=[O:14])=[O:7])([CH3:4])([CH3:3])[CH3:2].[CH2:31]=O, predict the reaction product. The product is: [C:1]([O:5][C:6]([N:8]([CH3:30])[CH2:9][CH2:10][CH2:11][N:12]([CH3:29])[C:13]([C:15]1[CH:16]=[CH:17][C:18]([N:21]([CH3:31])[CH2:22][CH2:23][C:24]([O:26][CH2:27][CH3:28])=[O:25])=[CH:19][CH:20]=1)=[O:14])=[O:7])([CH3:4])([CH3:2])[CH3:3]. (2) Given the reactants Br[Zn][CH2:3][C:4]([O:6][CH2:7][CH3:8])=[O:5].[CH:9]([C:12]([C:14]1[CH:19]=[CH:18][CH:17]=[CH:16][CH:15]=1)=[O:13])=[CH:10][CH3:11].Cl.C(OCC)(=O)C, predict the reaction product. The product is: [OH:13][C:12]([C:14]1[CH:19]=[CH:18][CH:17]=[CH:16][CH:15]=1)([CH:9]=[CH:10][CH3:11])[CH2:3][C:4]([O:6][CH2:7][CH3:8])=[O:5]. (3) Given the reactants [F:1][C:2]([F:7])([F:6])[C:3]([NH2:5])=[O:4].[O-2].[Mg+2].[S:10]([CH2:17][C:18]([O:20][CH3:21])=[O:19])([CH2:12][C:13]([O:15][CH3:16])=[O:14])=[O:11].C(OC1C(OC(=O)C)=C(I)C=CC=1)(=O)C, predict the reaction product. The product is: [F:1][C:2]([F:7])([F:6])[C:3]([N:5]=[S:10]([CH2:12][C:13]([O:15][CH3:16])=[O:14])([CH2:17][C:18]([O:20][CH3:21])=[O:19])=[O:11])=[O:4]. (4) The product is: [NH2:1][C:2]1[C:3]([C:14]2[CH:22]=[CH:21][C:17]([C:18]([NH:24][C@@H:25]([C:35]3[CH:40]=[CH:39][CH:38]=[C:37]([Cl:41])[CH:36]=3)[CH2:26][NH:27][C:28](=[O:34])[O:29][C:30]([CH3:33])([CH3:32])[CH3:31])=[O:20])=[C:16]([F:23])[CH:15]=2)=[N:4][C:5]([CH:8]2[CH2:13][CH2:12][O:11][CH2:10][CH2:9]2)=[CH:6][N:7]=1. Given the reactants [NH2:1][C:2]1[C:3]([C:14]2[CH:22]=[CH:21][C:17]([C:18]([OH:20])=O)=[C:16]([F:23])[CH:15]=2)=[N:4][C:5]([CH:8]2[CH2:13][CH2:12][O:11][CH2:10][CH2:9]2)=[CH:6][N:7]=1.[NH2:24][C@@H:25]([C:35]1[CH:40]=[CH:39][CH:38]=[C:37]([Cl:41])[CH:36]=1)[CH2:26][NH:27][C:28](=[O:34])[O:29][C:30]([CH3:33])([CH3:32])[CH3:31].C(Cl)CCl.CCN(C(C)C)C(C)C, predict the reaction product. (5) Given the reactants [C:1]([O:5][C:6]([N:8]1[CH2:16][C:15]2[C:10](=[CH:11][CH:12]=[C:13](B3OC(C)(C)C(C)(C)O3)[CH:14]=2)[CH2:9]1)=[O:7])([CH3:4])([CH3:3])[CH3:2].[F-].[K+].Cl[C:29]1[CH:34]=[CH:33][N:32]=[C:31]([CH3:35])[CH:30]=1, predict the reaction product. The product is: [C:1]([O:5][C:6]([N:8]1[CH2:16][C:15]2[C:10](=[CH:11][CH:12]=[C:13]([C:29]3[CH:34]=[CH:33][N:32]=[C:31]([CH3:35])[CH:30]=3)[CH:14]=2)[CH2:9]1)=[O:7])([CH3:2])([CH3:3])[CH3:4]. (6) Given the reactants [Br:1][C:2]1[C:7]([O:8][CH3:9])=[CH:6][C:5]([C:10]2[O:14][N:13]=[C:12]([CH:15]([OH:31])[CH:16]([O:29][CH3:30])[C:17]3[CH:22]=[CH:21][C:20]([N:23]4[CH2:28][CH2:27][O:26][CH2:25][CH2:24]4)=[CH:19][CH:18]=3)[N:11]=2)=[CH:4][C:3]=1[O:32][CH3:33].CC(OI1(OC(C)=O)(OC(C)=O)OC(=O)C2C1=CC=CC=2)=O, predict the reaction product. The product is: [Br:1][C:2]1[C:3]([O:32][CH3:33])=[CH:4][C:5]([C:10]2[O:14][N:13]=[C:12]([C:15](=[O:31])[CH:16]([O:29][CH3:30])[C:17]3[CH:22]=[CH:21][C:20]([N:23]4[CH2:28][CH2:27][O:26][CH2:25][CH2:24]4)=[CH:19][CH:18]=3)[N:11]=2)=[CH:6][C:7]=1[O:8][CH3:9].